Dataset: Forward reaction prediction with 1.9M reactions from USPTO patents (1976-2016). Task: Predict the product of the given reaction. (1) Given the reactants [C:1]1([C:10]2[CH:15]=[CH:14][CH:13]=[CH:12][CH:11]=2)[CH:6]=[CH:5][CH:4]=[C:3]([C:7](O)=[O:8])[CH:2]=1.[H-].[H-].[H-].[H-].[Li+].[Al+3].O.[OH-].[Na+], predict the reaction product. The product is: [C:1]1([C:10]2[CH:15]=[CH:14][CH:13]=[CH:12][CH:11]=2)[CH:6]=[CH:5][CH:4]=[C:3]([CH2:7][OH:8])[CH:2]=1. (2) Given the reactants [Cl:1][C:2]1[CH:9]=[CH:8][C:5]([CH:6]=O)=[CH:4][N:3]=1.[O:10]=[C:11]([C:18]1[CH:23]=[CH:22][CH:21]=[CH:20][CH:19]=1)[CH2:12][C:13]([O:15][CH2:16][CH3:17])=[O:14].CC(O)=O.N1CCCCC1, predict the reaction product. The product is: [C:11](/[C:12](=[CH:6]/[C:5]1[CH:4]=[N:3][C:2]([Cl:1])=[CH:9][CH:8]=1)/[C:13]([O:15][CH2:16][CH3:17])=[O:14])(=[O:10])[C:18]1[CH:23]=[CH:22][CH:21]=[CH:20][CH:19]=1. (3) Given the reactants [H-].[Na+].[S:3]1[CH:7]=[CH:6][CH:5]=[C:4]1[CH2:8][OH:9].[Cl:10][C:11]1[CH:16]=[C:15]([Cl:17])[C:14]([O:18][CH3:19])=[CH:13][C:12]=1[NH:20][C:21]1[C:30]2[C:25](=[CH:26][C:27](F)=[C:28]([O:31][CH3:32])[CH:29]=2)[N:24]=[CH:23][C:22]=1[C:34]#[N:35].C(=O)(O)[O-].[Na+], predict the reaction product. The product is: [Cl:10][C:11]1[CH:16]=[C:15]([Cl:17])[C:14]([O:18][CH3:19])=[CH:13][C:12]=1[NH:20][C:21]1[C:30]2[C:25](=[CH:26][C:27]([O:9][CH2:8][C:4]3[S:3][CH:7]=[CH:6][CH:5]=3)=[C:28]([O:31][CH3:32])[CH:29]=2)[N:24]=[CH:23][C:22]=1[C:34]#[N:35]. (4) Given the reactants CO[C:3]([C:5]1[C:10](=[O:11])[N:9]([CH2:12][C:13]2[CH:18]=[CH:17][C:16]([Cl:19])=[CH:15][CH:14]=2)[N:8]2[CH:20]=[C:21]([Cl:23])[CH:22]=[C:7]2[C:6]=1[OH:24])=[O:4].[NH2:25][CH2:26][C:27]([O-:29])=[O:28].[Na+], predict the reaction product. The product is: [Cl:23][C:21]1[CH:22]=[C:7]2[C:6]([OH:24])=[C:5]([C:3]([NH:25][CH2:26][C:27]([OH:29])=[O:28])=[O:4])[C:10](=[O:11])[N:9]([CH2:12][C:13]3[CH:18]=[CH:17][C:16]([Cl:19])=[CH:15][CH:14]=3)[N:8]2[CH:20]=1. (5) Given the reactants FC(F)(F)S(O[Si](C)(C)C)(=O)=O.[C:13]([O:19][CH2:20][CH3:21])(=[O:18])[CH2:14][C:15]([CH3:17])=[O:16].CCN(CC)CC.[Br:29]Br, predict the reaction product. The product is: [CH2:20]([O:19][C:13](=[O:18])[CH:14]([Br:29])[C:15](=[O:16])[CH3:17])[CH3:21]. (6) The product is: [C:9]([NH:19][CH2:16][C:17]#[CH:18])([O:11][C:12]([CH3:13])([CH3:14])[CH3:15])=[O:10]. Given the reactants [C:12]([O:11][C:9](O[C:9]([O:11][C:12]([CH3:15])([CH3:14])[CH3:13])=[O:10])=[O:10])([CH3:15])([CH3:14])[CH3:13].[CH2:16]([NH2:19])[C:17]#[CH:18], predict the reaction product. (7) The product is: [CH3:26][O:27][C:28]1[CH:29]=[C:30]([NH:31][C:2]2[C:11]3=[N:12][NH:13][CH:14]=[C:10]3[C:9]3[CH:8]=[C:7]([O:24][CH3:25])[CH:6]=[CH:5][C:4]=3[N:3]=2)[CH:32]=[CH:33][C:34]=1[O:35][CH3:36]. Given the reactants Cl[C:2]1[C:11]2=[N:12][N:13](CC3C=CC(OC)=CC=3)[CH:14]=[C:10]2[C:9]2[CH:8]=[C:7]([O:24][CH3:25])[CH:6]=[CH:5][C:4]=2[N:3]=1.[CH3:26][O:27][C:28]1[CH:29]=[C:30]([CH:32]=[CH:33][C:34]=1[O:35][CH3:36])[NH2:31].Cl, predict the reaction product.